Dataset: Full USPTO retrosynthesis dataset with 1.9M reactions from patents (1976-2016). Task: Predict the reactants needed to synthesize the given product. (1) Given the product [C:36]([OH:39])(=[O:41])[CH3:38].[CH:66]1([CH2:69][NH:70][C:47]2[C:48]([F:65])=[CH:49][CH:50]=[C:51]3[C:56]=2[C:55](=[O:57])[N:54]([C:58]2[CH:59]=[N:60][CH:61]=[CH:62][C:63]=2[CH3:64])[CH2:53][CH2:52]3)[CH2:68][CH2:67]1, predict the reactants needed to synthesize it. The reactants are: CC(C1C=C(C(C)C)C(C2C=CC=CC=2P(C2CCCCC2)C2CCCCC2)=C(C(C)C)C=1)C.C[C:36]([OH:39])([CH3:38])C.C([O-])([O-])=[O:41].[K+].[K+].Cl[C:47]1[C:48]([F:65])=[CH:49][CH:50]=[C:51]2[C:56]=1[C:55](=[O:57])[N:54]([C:58]1[CH:59]=[N:60][CH:61]=[CH:62][C:63]=1[CH3:64])[CH2:53][CH2:52]2.[CH:66]1([CH2:69][NH2:70])[CH2:68][CH2:67]1. (2) Given the product [OH:29][C:25]([C:23]1[O:24][C:20]([CH3:19])=[N:21][N:22]=1)([CH3:26])[C:27]#[C:28][C:2]1[CH:3]=[CH:4][C:5]2[O:11][CH2:10][CH2:9][N:8]3[CH:12]=[C:13]([C:15]([NH2:17])=[O:16])[N:14]=[C:7]3[C:6]=2[CH:18]=1, predict the reactants needed to synthesize it. The reactants are: Br[C:2]1[CH:3]=[CH:4][C:5]2[O:11][CH2:10][CH2:9][N:8]3[CH:12]=[C:13]([C:15]([NH2:17])=[O:16])[N:14]=[C:7]3[C:6]=2[CH:18]=1.[CH3:19][C:20]1[O:24][C:23]([C:25]([OH:29])([C:27]#[CH:28])[CH3:26])=[N:22][N:21]=1.